The task is: Predict the reaction yield, written as a fraction of the theoretical maximum amount of product (1.0 means a 100% yield; for example, 0.34 means a 34% yield).. This data is from Reaction yield outcomes from USPTO patents with 853,638 reactions. (1) The reactants are [CH2:1]([O:8][C:9]1[C:14](=[O:15])[CH:13]=[C:12]([CH3:16])O[C:10]=1[C:17]([OH:19])=[O:18])[C:2]1[CH:7]=[CH:6][CH:5]=[CH:4][CH:3]=1.[CH:20]1([NH2:23])[CH2:22][CH2:21]1. The catalyst is O. The product is [CH2:1]([O:8][C:9]1[C:14](=[O:15])[CH:13]=[C:12]([CH3:16])[N:23]([CH:20]2[CH2:22][CH2:21]2)[C:10]=1[C:17]([OH:19])=[O:18])[C:2]1[CH:3]=[CH:4][CH:5]=[CH:6][CH:7]=1. The yield is 0.930. (2) The reactants are CON(C)[C:4]([C:6]1[N:7]=[N:8][CH:9]=[CH:10][CH:11]=1)=[O:5].[CH3:13]OC1C=CC(P2(SP(C3C=CC(OC)=CC=3)(=S)S2)=S)=CC=1. The catalyst is O1CCOCC1. The product is [N:8]1[CH:9]=[CH:10][CH:11]=[C:6]([CH:4]([OH:5])[CH3:13])[N:7]=1. The yield is 0.960. (3) The reactants are [Cl-].O[NH3+:3].[C:4](=[O:7])([O-])[OH:5].[Na+].CS(C)=O.[CH2:13]([C:15]1[N:16]=[C:17]([CH2:48][CH2:49][CH3:50])[N:18]([CH2:33][C:34]2[CH:39]=[CH:38][C:37]([C:40]3[C:41]([C:46]#[N:47])=[CH:42][CH:43]=[CH:44][CH:45]=3)=[CH:36][CH:35]=2)[C:19](=[O:32])[C:20]=1[C:21]1[CH:26]=[CH:25][C:24]([O:27][CH:28]([CH3:30])[CH3:29])=[CH:23][C:22]=1[F:31])[CH3:14]. The catalyst is O. The product is [CH2:13]([C:15]1[N:16]=[C:17]([CH2:48][CH2:49][CH3:50])[N:18]([CH2:33][C:34]2[CH:35]=[CH:36][C:37]([C:40]3[CH:45]=[CH:44][CH:43]=[CH:42][C:41]=3[C:46]3[NH:3][C:4](=[O:7])[O:5][N:47]=3)=[CH:38][CH:39]=2)[C:19](=[O:32])[C:20]=1[C:21]1[CH:26]=[CH:25][C:24]([O:27][CH:28]([CH3:29])[CH3:30])=[CH:23][C:22]=1[F:31])[CH3:14]. The yield is 0.660. (4) The reactants are [O:1]=[C:2]1[CH:11]=[CH:10][C:9]2[CH2:8][CH2:7][C:6](=[O:12])[N:5]3[CH2:13][C@@H:14]([CH2:15][N:16]4[CH2:20][CH2:19][C@@H:18]([CH2:21][NH:22][C:23](=[O:28])[C:24]([F:27])([F:26])[F:25])[CH2:17]4)[N:3]1[C:4]=23.C(C1C(=O)C(Cl)=C(Cl)C(=O)C=1C#N)#N.C([O-])([O-])=O.[K+].[K+]. The catalyst is O1CCOCC1. The product is [O:12]=[C:6]1[CH:7]=[CH:8][C:9]2[CH:10]=[CH:11][C:2](=[O:1])[N:3]3[C@H:14]([CH2:15][N:16]4[CH2:20][CH2:19][C@@H:18]([CH2:21][NH:22][C:23](=[O:28])[C:24]([F:27])([F:26])[F:25])[CH2:17]4)[CH2:13][N:5]1[C:4]=23. The yield is 0.356. (5) The reactants are [O:1]1[C:5]2([CH2:10][CH2:9][CH2:8][CH2:7][CH2:6]2)[O:4][CH2:3][C@@H:2]1[C:11]1[N:15]=[C:14]([NH:16][C:17]2[N:22]=[CH:21][C:20]([S:23][CH2:24][CH2:25][C:26](OC)=O)=[CH:19][C:18]=2[O:30][C:31]2[C:32]([CH3:37])=[N:33][CH:34]=[CH:35][CH:36]=2)[S:13][N:12]=1.[CH3:38]C([O-])(C)C.[K+].BrCC1CC1.CN(C=O)C. The catalyst is C1COCC1.CCOC(C)=O. The product is [CH:25]1([CH2:24][S:23][C:20]2[CH:19]=[C:18]([O:30][C:31]3[C:32]([CH3:37])=[N:33][CH:34]=[CH:35][CH:36]=3)[C:17]([NH:16][C:14]3[S:13][N:12]=[C:11]([C@H:2]4[CH2:3][O:4][C:5]5([CH2:6][CH2:7][CH2:8][CH2:9][CH2:10]5)[O:1]4)[N:15]=3)=[N:22][CH:21]=2)[CH2:38][CH2:26]1. The yield is 0.745. (6) The catalyst is C(OCC)(=O)C. The yield is 0.530. The product is [CH3:31][CH:30]([N:3]1[C:2](=[O:1])[C:7]([CH2:8][C:9]2[CH:10]=[CH:11][C:12]([C:15]3[C:16]([C:21]#[N:22])=[CH:17][CH:18]=[CH:19][CH:20]=3)=[CH:13][CH:14]=2)=[C:6]([CH2:23][CH2:24][CH3:25])[N:5]2[N:26]=[CH:27][N:28]=[C:4]12)[CH3:32]. The reactants are [O:1]=[C:2]1[C:7]([CH2:8][C:9]2[CH:14]=[CH:13][C:12]([C:15]3[C:16]([C:21]#[N:22])=[CH:17][CH:18]=[CH:19][CH:20]=3)=[CH:11][CH:10]=2)=[C:6]([CH2:23][CH2:24][CH3:25])[N:5]2[N:26]=[CH:27][N:28]=[C:4]2[NH:3]1.I[CH:30]([CH3:32])[CH3:31].C(=O)([O-])[O-].[K+].[K+].CN(C)C(=O)C. (7) The catalyst is C1COCC1. The reactants are [O:1]=[C:2]1[C:7]2[CH:8]=[CH:9][CH:10]=[CH:11][C:6]=2[S:5][C:4]([C:12]2[N:17]=[CH:16][CH:15]=[C:14]([CH2:18][CH2:19][C:20]([OH:22])=O)[CH:13]=2)=[N:3]1.ClC(OCC(C)C)=O.C([N:33](CC)CC)C.[NH4+]. The yield is 0.490. The product is [O:1]=[C:2]1[C:7]2[CH:8]=[CH:9][CH:10]=[CH:11][C:6]=2[S:5][C:4]([C:12]2[N:17]=[CH:16][CH:15]=[C:14]([CH2:18][CH2:19][C:20]([NH2:33])=[O:22])[CH:13]=2)=[N:3]1. (8) The reactants are Br[C:2]1[CH:7]=[CH:6][C:5]([S:8]([NH:11][C:12]2[S:13][CH:14]=[CH:15][N:16]=2)(=[O:10])=[O:9])=[C:4]([F:17])[CH:3]=1.CC(C)([O-])C.[Na+].O1CCOCC1.[CH3:30][O:31][C:32]1[CH:39]=[C:38]([O:40][CH3:41])[CH:37]=[CH:36][C:33]=1[CH2:34][NH2:35]. The catalyst is C1C=CC(/C=C/C(/C=C/C2C=CC=CC=2)=O)=CC=1.C1C=CC(/C=C/C(/C=C/C2C=CC=CC=2)=O)=CC=1.C1C=CC(/C=C/C(/C=C/C2C=CC=CC=2)=O)=CC=1.[Pd].[Pd].CC1(C)C2C=CC=C(P(C3C=CC=CC=3)C3C=CC=CC=3)C=2OC2C1=CC=CC=2P(C1C=CC=CC=1)C1C=CC=CC=1. The product is [CH3:30][O:31][C:32]1[CH:39]=[C:38]([O:40][CH3:41])[CH:37]=[CH:36][C:33]=1[CH2:34][NH:35][C:2]1[CH:7]=[CH:6][C:5]([S:8]([NH:11][C:12]2[S:13][CH:14]=[CH:15][N:16]=2)(=[O:10])=[O:9])=[C:4]([F:17])[CH:3]=1. The yield is 0.793. (9) The reactants are [NH2:1][C:2]1[CH:7]=[CH:6][CH:5]=[CH:4][C:3]=1[C:8]#[C:9][C:10]1[C:11]([O:20][CH3:21])=[CH:12][C:13]([O:18][CH3:19])=[C:14]([CH2:16][OH:17])[CH:15]=1. The catalyst is C(#N)C.Cl[Pd]Cl. The product is [NH:1]1[C:2]2[C:3](=[CH:4][CH:5]=[CH:6][CH:7]=2)[CH:8]=[C:9]1[C:10]1[C:11]([O:20][CH3:21])=[CH:12][C:13]([O:18][CH3:19])=[C:14]([CH2:16][OH:17])[CH:15]=1. The yield is 0.678.